From a dataset of Reaction yield outcomes from USPTO patents with 853,638 reactions. Predict the reaction yield, written as a fraction of the theoretical maximum amount of product (1.0 means a 100% yield; for example, 0.34 means a 34% yield). (1) The reactants are [Br:1][C:2]1[CH:3]=[C:4]([CH2:9][C:10]([CH3:12])=[O:11])[CH:5]=[CH:6][C:7]=1[OH:8].C(=O)([O-])[O-].[K+].[K+].[CH3:19][O:20][CH2:21]Cl. The catalyst is CC(C)=O. The product is [Br:1][C:2]1[CH:3]=[C:4]([CH2:9][C:10]([CH3:12])=[O:11])[CH:5]=[CH:6][C:7]=1[O:8][CH2:19][O:20][CH3:21]. The yield is 0.990. (2) The reactants are Br[C:2]1[CH:3]=[C:4]([NH:10][C:11]2[CH:20]=[CH:19][C:18]3[CH2:17][N:16]([CH:21]4[CH2:24][O:23][CH2:22]4)[CH2:15][CH2:14][C:13]=3[N:12]=2)[C:5](=[O:9])[N:6]([CH3:8])[CH:7]=1.[C:25]([O:28][CH2:29][C:30]1[C:35]([N:36]2[CH2:47][CH2:46][N:45]3[C:38](=[CH:39][C:40]4[CH2:41][C:42]([CH3:49])([CH3:48])[CH2:43][C:44]=43)[C:37]2=[O:50])=[CH:34][C:33]([F:51])=[CH:32][C:31]=1B1OC(C)(C)C(C)(C)O1)(=[O:27])[CH3:26]. The catalyst is C([O-])([O-])=O.[Na+].[Na+].COCCOC.C1C=CC([P]([Pd]([P](C2C=CC=CC=2)(C2C=CC=CC=2)C2C=CC=CC=2)([P](C2C=CC=CC=2)(C2C=CC=CC=2)C2C=CC=CC=2)[P](C2C=CC=CC=2)(C2C=CC=CC=2)C2C=CC=CC=2)(C2C=CC=CC=2)C2C=CC=CC=2)=CC=1. The product is [F:51][C:33]1[CH:32]=[C:31]([C:2]2[CH:3]=[C:4]([NH:10][C:11]3[CH:20]=[CH:19][C:18]4[CH2:17][N:16]([CH:21]5[CH2:24][O:23][CH2:22]5)[CH2:15][CH2:14][C:13]=4[N:12]=3)[C:5](=[O:9])[N:6]([CH3:8])[CH:7]=2)[C:30]([CH2:29][O:28][C:25](=[O:27])[CH3:26])=[C:35]([N:36]2[CH2:47][CH2:46][N:45]3[C:38](=[CH:39][C:40]4[CH2:41][C:42]([CH3:48])([CH3:49])[CH2:43][C:44]=43)[C:37]2=[O:50])[CH:34]=1. The yield is 0.120. (3) The reactants are [Br:1][C:2]1[C:3](N)=[N:4][C:5]([Br:9])=[C:6]([Br:8])[CH:7]=1.N([O-])=O.[Na+].N1C=CC=CC=1.[FH:21]. No catalyst specified. The product is [Br:9][C:5]1[C:6]([Br:8])=[CH:7][C:2]([Br:1])=[C:3]([F:21])[N:4]=1. The yield is 0.840. (4) The reactants are [Cl-].O[NH3+:3].[C:4](=[O:7])([O-])[OH:5].[Na+].CS(C)=O.[Si]([O:20][CH2:21][C:22]([CH3:58])([CH3:57])[O:23][C:24]1[CH:29]=[CH:28][C:27]([C:30]2[C:35](=[O:36])[N:34]([CH2:37][C:38]3[CH:43]=[CH:42][C:41]([C:44]4[C:45]([C:50]#[N:51])=[CH:46][CH:47]=[CH:48][CH:49]=4)=[CH:40][C:39]=3[F:52])[C:33]([CH2:53][CH2:54][CH3:55])=[N:32][C:31]=2[CH3:56])=[CH:26][CH:25]=1)(C(C)(C)C)(C)C. The catalyst is C(OCC)(=O)C. The product is [F:52][C:39]1[CH:40]=[C:41]([C:44]2[CH:49]=[CH:48][CH:47]=[CH:46][C:45]=2[C:50]2[NH:3][C:4](=[O:7])[O:5][N:51]=2)[CH:42]=[CH:43][C:38]=1[CH2:37][N:34]1[C:35](=[O:36])[C:30]([C:27]2[CH:28]=[CH:29][C:24]([O:23][C:22]([CH3:58])([CH3:57])[CH2:21][OH:20])=[CH:25][CH:26]=2)=[C:31]([CH3:56])[N:32]=[C:33]1[CH2:53][CH2:54][CH3:55]. The yield is 0.680. (5) The reactants are [Cl:1][C:2]1[CH:8]=[CH:7][C:5]([NH2:6])=[CH:4][CH:3]=1.Cl.C(O[CH:14](O)[C:15]([CH3:17])=[CH2:16])(=O)C.CC(=C)C(O)O. The catalyst is O1CCOCC1.O. The product is [Cl:1][C:2]1[CH:8]=[C:7]2[C:5](=[CH:4][CH:3]=1)[N:6]=[CH:16][C:15]([CH3:17])=[CH:14]2. The yield is 0.470.